Dataset: Reaction yield outcomes from USPTO patents with 853,638 reactions. Task: Predict the reaction yield, written as a fraction of the theoretical maximum amount of product (1.0 means a 100% yield; for example, 0.34 means a 34% yield). (1) The reactants are ClC(Cl)C(O)=O.N[C:8]1[N:9]([C:29]2[C:38]3[C:33](=[CH:34][CH:35]=[CH:36][CH:37]=3)[C:32]([CH:39]3[CH2:41][CH2:40]3)=[CH:31][CH:30]=2)[C:10]([S:13][CH2:14][C:15]([NH:17][C:18]2[CH:23]=[CH:22][C:21]([S:24](=[O:27])(=[O:26])[NH2:25])=[CH:20][C:19]=2[Cl:28])=[O:16])=[N:11][N:12]=1.N([O-])=O.[Na+].[Br:46]CBr. No catalyst specified. The product is [Br:46][C:8]1[N:9]([C:29]2[C:38]3[C:33](=[CH:34][CH:35]=[CH:36][CH:37]=3)[C:32]([CH:39]3[CH2:41][CH2:40]3)=[CH:31][CH:30]=2)[C:10]([S:13][CH2:14][C:15]([NH:17][C:18]2[CH:23]=[CH:22][C:21]([S:24](=[O:27])(=[O:26])[NH2:25])=[CH:20][C:19]=2[Cl:28])=[O:16])=[N:11][N:12]=1. The yield is 0.310. (2) The reactants are ClC(Cl)(O[C:5](=[O:11])[O:6][C:7](Cl)(Cl)Cl)Cl.[F:13][C:14]([F:18])([F:17])CO.N1C=CC=CC=1.FC(F)(F)C(O)=O.[CH3:32][S:33]([C:36]1[CH:57]=[CH:56][C:39]([O:40][C:41]2[N:46]=[CH:45][N:44]=[C:43]3[N:47]([CH:50]4[CH2:55][CH2:54][NH:53][CH2:52][CH2:51]4)[N:48]=[CH:49][C:42]=23)=[CH:38][CH:37]=1)(=[O:35])=[O:34].C(N(C(C)C)CC)(C)C. The catalyst is C(Cl)(Cl)(Cl)Cl. The product is [F:18][C:14]([F:13])([F:17])[CH2:7][O:6][C:5]([N:53]1[CH2:54][CH2:55][CH:50]([N:47]2[C:43]3=[N:44][CH:45]=[N:46][C:41]([O:40][C:39]4[CH:38]=[CH:37][C:36]([S:33]([CH3:32])(=[O:34])=[O:35])=[CH:57][CH:56]=4)=[C:42]3[CH:49]=[N:48]2)[CH2:51][CH2:52]1)=[O:11]. The yield is 0.350. (3) The reactants are Br[CH2:2][C:3]([C:5]1[CH:10]=[CH:9][CH:8]=[CH:7][N:6]=1)=O.[Br:11][C:12]1[CH:13]=[C:14]([CH:18]=[C:19]([I:21])[CH:20]=1)[C:15]([NH2:17])=[O:16]. The catalyst is C1(C)C=CC=CC=1. The product is [Br:11][C:12]1[CH:13]=[C:14]([C:15]2[O:16][CH:2]=[C:3]([C:5]3[CH:10]=[CH:9][CH:8]=[CH:7][N:6]=3)[N:17]=2)[CH:18]=[C:19]([I:21])[CH:20]=1. The yield is 0.0100.